This data is from Full USPTO retrosynthesis dataset with 1.9M reactions from patents (1976-2016). The task is: Predict the reactants needed to synthesize the given product. (1) Given the product [NH2:9][C:8]1[N:5]2[N:6]=[C:2]([Cl:1])[N:3]=[C:4]2[N:7]=[C:11]([CH2:12][CH3:13])[C:10]=1[CH2:15][CH2:16][CH2:17][CH2:18][CH2:19][CH2:20][CH2:21][CH3:22], predict the reactants needed to synthesize it. The reactants are: [Cl:1][C:2]1[NH:6][N:5]=[C:4]([NH2:7])[N:3]=1.[C:8]([CH:10]([CH2:15][CH2:16][CH2:17][CH2:18][CH2:19][CH2:20][CH3:21])[C:11](=O)[CH2:12][CH3:13])#[N:9].[C:22]1(C)C=CC(S(O)(=O)=O)=CC=1.O. (2) Given the product [C:1]1([C:7]2[N:8]=[CH:9][C:10]([N:19]([CH2:23][CH2:24][CH2:25][CH2:26][O:27][CH2:28][C:29]([NH:54][S:51]([C:48]3[CH:49]=[CH:50][C:45]([CH3:44])=[CH:46][CH:47]=3)(=[O:52])=[O:53])=[O:30])[CH:20]([CH3:22])[CH3:21])=[N:11][C:12]=2[C:13]2[CH:18]=[CH:17][CH:16]=[CH:15][CH:14]=2)[CH:6]=[CH:5][CH:4]=[CH:3][CH:2]=1, predict the reactants needed to synthesize it. The reactants are: [C:1]1([C:7]2[N:8]=[CH:9][C:10]([N:19]([CH2:23][CH2:24][CH2:25][CH2:26][O:27][CH2:28][C:29](O)=[O:30])[CH:20]([CH3:22])[CH3:21])=[N:11][C:12]=2[C:13]2[CH:18]=[CH:17][CH:16]=[CH:15][CH:14]=2)[CH:6]=[CH:5][CH:4]=[CH:3][CH:2]=1.C(N1C=CN=C1)(N1C=CN=C1)=O.[CH3:44][C:45]1[CH:46]=[CH:47][C:48]([S:51]([NH2:54])(=[O:53])=[O:52])=[CH:49][CH:50]=1.CCCCCCC=CCCC. (3) Given the product [CH:1]1([C:7]2[C:8]3[CH:9]=[CH:10][C:11]([C:27]([NH:30][C:31]4([C:36]([NH:38][C:39]5[CH:40]=[CH:41][C:42](/[CH:45]=[CH:46]/[C:47]([OH:49])=[O:48])=[CH:43][CH:44]=5)=[O:37])[CH2:32][CH2:33][CH2:34][CH2:35]4)=[O:28])=[CH:12][C:13]=3[N:14]3[CH2:21][CH2:20][N:19]([CH3:22])[CH2:18][C:17]4[CH:23]=[CH:24][CH:25]=[CH:26][C:16]=4[C:15]=23)[CH2:2][CH2:3][CH2:4][CH2:5][CH2:6]1, predict the reactants needed to synthesize it. The reactants are: [CH:1]1([C:7]2[C:8]3[CH:9]=[CH:10][C:11]([C:27](O)=[O:28])=[CH:12][C:13]=3[N:14]3[CH2:21][CH2:20][N:19]([CH3:22])[CH2:18][C:17]4[CH:23]=[CH:24][CH:25]=[CH:26][C:16]=4[C:15]=23)[CH2:6][CH2:5][CH2:4][CH2:3][CH2:2]1.[NH2:30][C:31]1([C:36]([NH:38][C:39]2[CH:44]=[CH:43][C:42](/[CH:45]=[CH:46]/[C:47]([O:49]CC)=[O:48])=[CH:41][CH:40]=2)=[O:37])[CH2:35][CH2:34][CH2:33][CH2:32]1. (4) Given the product [CH2:17]([S:14]([N:11]1[CH2:12][CH2:13][N:8]([C:5]2[N:4]=[C:3]([C:19]3[N:23]([CH3:22])[C:24]4[CH:29]=[CH:28][CH:27]=[CH:26][C:25]=4[N:30]=3)[C:2]([NH2:1])=[N:7][CH:6]=2)[CH2:9][CH2:10]1)(=[O:16])=[O:15])[CH3:18], predict the reactants needed to synthesize it. The reactants are: [NH2:1][C:2]1[C:3]([C:19](O)=O)=[N:4][C:5]([N:8]2[CH2:13][CH2:12][N:11]([S:14]([CH2:17][CH3:18])(=[O:16])=[O:15])[CH2:10][CH2:9]2)=[CH:6][N:7]=1.[CH3:22][NH:23][C:24]1[C:25]([NH2:30])=[CH:26][CH:27]=[CH:28][CH:29]=1.C(OP(C#N)(OCC)=O)C.C(N(CC)CC)C. (5) Given the product [O:1]=[C:2]1[CH2:22][C:5]2[C:6]([C:19]#[N:21])=[N:7][N:8]([S:9]([C:12]3[CH:17]=[CH:16][C:15]([CH3:18])=[CH:14][CH:13]=3)(=[O:11])=[O:10])[C:4]=2[CH2:3]1, predict the reactants needed to synthesize it. The reactants are: [O:1]=[C:2]1[CH2:22][C:5]2[C:6]([C:19]([NH2:21])=O)=[N:7][N:8]([S:9]([C:12]3[CH:17]=[CH:16][C:15]([CH3:18])=[CH:14][CH:13]=3)(=[O:11])=[O:10])[C:4]=2[CH2:3]1.N1C(Cl)=NC(Cl)=NC=1Cl. (6) Given the product [F:1][C:2]1[CH:9]=[CH:8][C:5]([C:6]#[N:7])=[C:4]([C:10]([F:13])([F:12])[F:11])[C:3]=1[C:23]#[C:22][Si:24]([CH3:27])([CH3:26])[CH3:25], predict the reactants needed to synthesize it. The reactants are: [F:1][C:2]1[CH:9]=[CH:8][C:5]([C:6]#[N:7])=[C:4]([C:10]([F:13])([F:12])[F:11])[C:3]=1I.C1(C)C=CC=CC=1.[C:22]([Si:24]([CH3:27])([CH3:26])[CH3:25])#[CH:23].